This data is from Forward reaction prediction with 1.9M reactions from USPTO patents (1976-2016). The task is: Predict the product of the given reaction. (1) Given the reactants Cl[C:2]1[CH:7]=[C:6]([C:8]2[N:9]=[C:10]([N:20]3[CH2:25][CH2:24][C@H:23]([OH:26])[C@H:22]([OH:27])[CH2:21]3)[C:11]3[C:17]([O:18][CH3:19])=[CH:16][N:15]=[CH:14][C:12]=3[N:13]=2)[CH:5]=[CH:4][N:3]=1.[NH2:28][C:29]1[CH:34]=[CH:33][CH:32]=[CH:31][CH:30]=1, predict the reaction product. The product is: [CH3:19][O:18][C:17]1[C:11]2[C:10]([N:20]3[CH2:25][CH2:24][C@H:23]([OH:26])[C@H:22]([OH:27])[CH2:21]3)=[N:9][C:8]([C:6]3[CH:5]=[CH:4][N:3]=[C:2]([NH:28][C:29]4[CH:34]=[CH:33][CH:32]=[CH:31][CH:30]=4)[CH:7]=3)=[N:13][C:12]=2[CH:14]=[N:15][CH:16]=1. (2) Given the reactants [F:1][C:2]1[CH:7]=[CH:6][C:5]([C:8]2[CH:9]=[C:10]3[C:15](=[CH:16][CH:17]=2)[NH:14][CH2:13][CH:12]([NH:18][S:19]([C:22]2[CH:27]=[CH:26][CH:25]=[CH:24][CH:23]=2)(=[O:21])=[O:20])[CH2:11]3)=[CH:4][CH:3]=1.[C:28]([C:30]1[CH:31]=[C:32]([CH:35]=[CH:36][CH:37]=1)[CH:33]=O)#[N:29].C(N1C2C(=CC(Cl)=CC=2)CC(NC(=O)OC(C)(C)C)C1)C1C=CC=CC=1, predict the reaction product. The product is: [C:28]([C:30]1[CH:31]=[C:32]([CH:35]=[CH:36][CH:37]=1)[CH2:33][N:14]1[C:15]2[C:10](=[CH:9][C:8]([C:5]3[CH:4]=[CH:3][C:2]([F:1])=[CH:7][CH:6]=3)=[CH:17][CH:16]=2)[CH2:11][CH:12]([NH:18][S:19]([C:22]2[CH:23]=[CH:24][CH:25]=[CH:26][CH:27]=2)(=[O:20])=[O:21])[CH2:13]1)#[N:29]. (3) Given the reactants [C:1]1([SiH2:7][C:8]2[CH:13]=[CH:12][CH:11]=[CH:10][CH:9]=2)[CH:6]=[CH:5][CH:4]=[CH:3][CH:2]=1.[C:14]([C:17]1[CH:22]=[CH:21][CH:20]=[CH:19][CH:18]=1)(=[O:16])[CH3:15].[C:23]1([SiH:29]([C:39]2[CH:44]=[CH:43][CH:42]=[CH:41][CH:40]=2)[O:30][CH:31]([C:33]2[CH:38]=[CH:37][CH:36]=[CH:35][CH:34]=2)[CH3:32])[CH:28]=[CH:27][CH:26]=[CH:25][CH:24]=1, predict the reaction product. The product is: [C:17]1([CH:14]([OH:16])[CH3:15])[CH:22]=[CH:21][CH:20]=[CH:19][CH:18]=1.[C:39]1([SiH:29]([C:23]2[CH:28]=[CH:27][CH:26]=[CH:25][CH:24]=2)[O:30][CH:31]([C:33]2[CH:34]=[CH:35][CH:36]=[CH:37][CH:38]=2)[CH3:32])[CH:40]=[CH:41][CH:42]=[CH:43][CH:44]=1.[C:8]1([Si:7]([C:1]2[CH:2]=[CH:3][CH:4]=[CH:5][CH:6]=2)([O:30][CH:31]([C:33]2[CH:38]=[CH:37][CH:36]=[CH:35][CH:34]=2)[CH3:32])[O:16][CH:14]([C:17]2[CH:22]=[CH:21][CH:20]=[CH:19][CH:18]=2)[CH3:15])[CH:9]=[CH:10][CH:11]=[CH:12][CH:13]=1.